The task is: Binary Classification. Given a miRNA mature sequence and a target amino acid sequence, predict their likelihood of interaction.. This data is from Experimentally validated miRNA-target interactions with 360,000+ pairs, plus equal number of negative samples. (1) The miRNA is hsa-miR-6758-3p with sequence ACUCAUUCUCCUCUGUCCAG. The protein sequence of the target gene is MSHQTGIQASEDVKEIFARARNGKYRLLKISIENEQLVVGSCSPPSDSWEQDYDSFVLPLLEDKQPCYVLFRLDSQNAQGYEWIFIAWSPDHSHVRQKMLYAATRATLKKEFGGGHIKDEVFGTVKEDVSLHGYKKYLLSQSSPAPLTAAEEELRQIKINEVQTDVSVDTKHQTLQGVAFPISRDAFQALEKLSKKQLNYVQLEIDIKNETIILANTENTELRDLPKRIPKDSARYHFFLYKHSHEGDYLESVVFIYSMPGYTCSIRERMLYSSCKSPLLEIVERQLQMDVIRKIEIDNG.... Result: 0 (no interaction). (2) The miRNA is hsa-miR-3156-5p with sequence AAAGAUCUGGAAGUGGGAGACA. The protein sequence of the target gene is MNGVLIPHTPIAVDFWSLRRAGTARLFFLSHMHSDHTVGLSSTWARPLYCSPITAHLLHRHLQVSKQWIQALEVGESHVLPLDEIGQETMTVTLLDANHCPGSVMFLFEGYFGTILYTGDFRYTPSMLKEPALTLGKQIHTLYLDNTNCNPALVLPSRQEAAHQIVQLIRKHPQHNIKIGLYSLGKESLLEQLALEFQTWVVLSPRRLELVQLLGLADVFTVEEKAGRIHAVDHMEICHSNMLRWNQTHPTIAILPTSRKIHSSHPDIHVIPYSDHSSYSELRAFVAALKPCQVVPIVSR.... Result: 0 (no interaction). (3) The miRNA is dre-miR-206-3p with sequence UGGAAUGUAAGGAAGUGUGUGG. The protein sequence of the target gene is MDRSLGWQGNSVPEDRTEAGIKRFLEDTTDDGELSKFVKDFSGNASCHPPEAKTWASRPQVPEPRPQAPDLYDDDLEFRPPSRPQSSDNQQYFCAPAPLSPSARPRSPWGKLDPYDSSEDDKEYVGFATLPNQVHRKSVKKGFDFTLMVAGESGLGKSTLVNSLFLTDLYRDRKLLGAEERIMQTVEITKHAVDIEEKGVRLRLTIVDTPGFGDAVNNTECWKPVAEYIDQQFEQYFRDESGLNRKNIQDNRVHCCLYFISPFGHGLRPLDVEFMKALHQRVNIVPILAKADTLTPPEVD.... Result: 0 (no interaction). (4) The miRNA is cel-miR-1823-3p with sequence UACUGGAAGUGUUUAGGAGUAA. The protein sequence of the target gene is MLGLLGSTALVGWITGAAVAVLLLLLLLATCLFHGRQDCDVERNRTAAGGNRVRRAQPWPFRRRGHLGIFHHHRHPGHVSHVPNVGLHHHHHPRHTPHHLHHHHHPHRHHPRHAR. Result: 0 (no interaction). (5) The miRNA is mmu-miR-326-5p with sequence GGGGGCAGGGCCUUUGUGAAGGCG. The protein sequence of the target gene is MQARALLLAALAALALAREPPAAPCPARCDVSRCPSPRCPGGYVPDLCNCCLVCAASEGEPCGGPLDSPCGESLECVRGLCRCRWSHAVCGTDGHTYANVCALQAASRRALQLSGTPVRQLQKGACPLGLHQLSSPRYKFNFIADVVEKIAPAVVHIELFLRHPLFGRNVPLSSGSGFIMSEAGLIITNAHVVSSNSAAPGRQQLKVQLQNGDSYEATIKDIDKKSDIATIKIHPKKKLPVLLLGHSADLRPGEFVVAIGSPFALQNTVTTGIVSTAQREGRELGLRDSDMDYIQTDAII.... Result: 0 (no interaction). (6) The miRNA is hsa-miR-5583-3p with sequence GAAUAUGGGUAUAUUAGUUUGG. The protein sequence of the target gene is MTTSALRRQVKNIVHNYSEAEIKVREATSNDPWGPPSSLMSEIADLTFNTVAFAEVMGMVWRRLNDSGKNWRHVYKALTLLDYLLKTGSERVAHQCRENLYTIQTLKDFQYIDRDGKDQGVNVREKVKQVMALLKDEERLRQERTHALKTKERMALEGMGIGSGQLGYSRRSRGSPSSYTSASSSPRYASDLEQARPQTSGEEELQLQLALAMSREEAERPVPPASHRDEDLQLQLALSLSRQEHEKGVRSWKGDDSPVANGAEPAGQRRQRDREPEREERKEEEKLKTSQSSILDLADI.... Result: 0 (no interaction). (7) The miRNA is hsa-miR-92a-3p with sequence UAUUGCACUUGUCCCGGCCUGU. The protein sequence of the target gene is MILQRLFRFSSVIRSAVSVHLRRNIGVTAVAFNKELDPIQKLFVDKIREYKSKRQTSGGPVDASSEYQQELERELFKLKQMFGNADMNTFPTFKFEDPKFEVIEKPQA. Result: 1 (interaction). (8) The miRNA is hsa-miR-449b-5p with sequence AGGCAGUGUAUUGUUAGCUGGC. The protein sequence of the target gene is MSVSEIFVELQGFLAAEQDIREEIRKVVQSLEQTAREILTLLQGVHQGAGFQDIPKRCLKAREHFGTVKTHLTSLKTKFPAEQYYRFHEHWRFVLQRLVFLAAFVVYLETETLVTREAVTEILGIEPDREKGFHLDVEDYLSGVLILASELSRLSVNSVTAGDYSRPLHISTFINELDSGFRLLNLKNDSLRKRYDGLKYDVKKVEEVVYDLSIRGFNKETAAACVEK. Result: 1 (interaction). (9) The miRNA is mmu-miR-3070-3p with sequence UGGUGCUACCGUCAGGGGUAGA. The protein sequence of the target gene is MSSSFFNPSFAFSSHFDPDGAPLSELSWSSSLAVVAVSFSGIFTVVILMLACLCCKKGGIGFKEFENAEGDEYVADFSEQGSPAAAAQTGPDVYVLPLTEVSLPMAKQPGRSVQLLKSTDLGRHSLLYLKEIGHGWFGKVFLGEVHSGVSGTQVVVKELKVSASVQEQMQFLEEAQPYRALQHSNLLQCLAQCAEVTPYLLVMEFCPLGDLKGYLRSCRVTESMAPDPLTLQRMACEVACGVLHLHRHNYVHSDLALRNCLLTADLTVKVGDYGLSHCKYREDYLVTADQLWVPLRWIAP.... Result: 0 (no interaction).